This data is from Catalyst prediction with 721,799 reactions and 888 catalyst types from USPTO. The task is: Predict which catalyst facilitates the given reaction. (1) Reactant: Cl.FC1C=C(C=CC=1)CN1C=C(C2C3C(=NC=C(C4C=CC(C5CCNCC5)=CC=4)C=3)N(S(C3C=CC(C)=CC=3)(=O)=O)C=2)C=N1.[CH3:46][C:47]1[CH:48]=[C:49]([CH:94]=[CH:95][CH:96]=1)[CH2:50][N:51]1[CH:55]=[C:54]([C:56]2[C:64]3[C:59](=[N:60][CH:61]=[C:62]([C:65]4[CH:70]=[CH:69][C:68]([CH:71]5[CH2:76][CH2:75][N:74]([C:77]([O:79][C:80]([CH3:83])([CH3:82])[CH3:81])=[O:78])[CH2:73][CH2:72]5)=[CH:67][CH:66]=4)[CH:63]=3)[N:58](S(C3C=CC(C)=CC=3)(=O)=O)[CH:57]=2)[CH:53]=[N:52]1.[OH-].[Li+]. Product: [CH3:46][C:47]1[CH:48]=[C:49]([CH:94]=[CH:95][CH:96]=1)[CH2:50][N:51]1[CH:55]=[C:54]([C:56]2[C:64]3[C:59](=[N:60][CH:61]=[C:62]([C:65]4[CH:66]=[CH:67][C:68]([CH:71]5[CH2:76][CH2:75][N:74]([C:77]([O:79][C:80]([CH3:83])([CH3:81])[CH3:82])=[O:78])[CH2:73][CH2:72]5)=[CH:69][CH:70]=4)[CH:63]=3)[NH:58][CH:57]=2)[CH:53]=[N:52]1. The catalyst class is: 87. (2) The catalyst class is: 1. Reactant: [Cl:1][C:2]1[C:3]([C:13]#[N:14])=[CH:4][C:5]([O:11][CH3:12])=[C:6]([CH:10]=1)[C:7](O)=[O:8].B.CSC.O. Product: [Cl:1][C:2]1[CH:10]=[C:6]([CH2:7][OH:8])[C:5]([O:11][CH3:12])=[CH:4][C:3]=1[C:13]#[N:14]. (3) Reactant: C[O:2][C:3](=[O:23])[C:4]([CH3:22])([N:6]1[CH2:11][CH2:10][N:9]([C:12]2[CH:17]=[CH:16][C:15]([C:18]([F:21])([F:20])[F:19])=[CH:14][N:13]=2)[CH2:8][CH2:7]1)[CH3:5].[OH-].[K+]. Product: [CH3:22][C:4]([N:6]1[CH2:7][CH2:8][N:9]([C:12]2[CH:17]=[CH:16][C:15]([C:18]([F:20])([F:21])[F:19])=[CH:14][N:13]=2)[CH2:10][CH2:11]1)([CH3:5])[C:3]([OH:23])=[O:2]. The catalyst class is: 12. (4) The catalyst class is: 11. Product: [C:39]([S:41][CH:12]([C:11]1[N:7]([CH2:6][CH2:5][C:3]([O:2][CH3:1])=[O:4])[N:8]=[N:9][CH:10]=1)[C:13]1[CH2:14][N:15]([C:20]([C:33]2[CH:34]=[CH:35][CH:36]=[CH:37][CH:38]=2)([C:21]2[CH:22]=[CH:23][CH:24]=[CH:25][CH:26]=2)[C:27]2[CH:32]=[CH:31][CH:30]=[CH:29][CH:28]=2)[CH2:16][CH2:17][CH:18]=1)(=[O:42])[CH3:40]. Reactant: [CH3:1][O:2][C:3]([CH2:5][CH2:6][N:7]1[C:11](/[CH:12]=[C:13]2\[CH2:14][N:15]([C:20]([C:33]3[CH:38]=[CH:37][CH:36]=[CH:35][CH:34]=3)([C:27]3[CH:32]=[CH:31][CH:30]=[CH:29][CH:28]=3)[C:21]3[CH:26]=[CH:25][CH:24]=[CH:23][CH:22]=3)[CH2:16][CH2:17][CH:18]\2O)=[CH:10][N:9]=[N:8]1)=[O:4].[C:39]([OH:42])(=[S:41])[CH3:40].C(OC(OCC(C)(C)C)N(C)C)C(C)(C)C.[Cl-].[Na+]. (5) Reactant: [NH2:1][C:2]1[CH:3]=[C:4]([C:8]2[C:16]3[O:15][C:14]([C:17]([NH:19][C@@H:20]4[CH:25]5[CH2:26][CH2:27][N:22]([CH2:23][CH2:24]5)[CH2:21]4)=[O:18])=[CH:13][C:12]=3[CH:11]=[CH:10][CH:9]=2)[CH:5]=[CH:6][CH:7]=1.[CH3:28][O:29][CH2:30][C:31]([Cl:33])=[O:32].C(N(CC)CC)C.O. Product: [ClH:33].[N:22]12[CH2:23][CH2:24][CH:25]([CH2:26][CH2:27]1)[C@@H:20]([NH:19][C:17]([C:14]1[O:15][C:16]3[C:8]([C:4]4[CH:5]=[CH:6][CH:7]=[C:2]([NH:1][C:31](=[O:32])[CH2:30][O:29][CH3:28])[CH:3]=4)=[CH:9][CH:10]=[CH:11][C:12]=3[CH:13]=1)=[O:18])[CH2:21]2. The catalyst class is: 1. (6) Reactant: O[CH2:2][CH2:3][NH:4][CH2:5][C:6]([NH:8][C:9]1[CH:14]=[CH:13][C:12]([N+:15]([O-:17])=[O:16])=[CH:11][CH:10]=1)=[O:7].C(P(CCCC)CCCC)CCC.CC(OC(/N=N/C(OC(C)C)=O)=O)C.[C:45](O[C:45]([O:47][C:48]([CH3:51])([CH3:50])[CH3:49])=[O:46])([O:47][C:48]([CH3:51])([CH3:50])[CH3:49])=[O:46]. Product: [N+:15]([C:12]1[CH:13]=[CH:14][C:9]([N:8]2[CH2:2][CH2:3][N:4]([C:45]([O:47][C:48]([CH3:51])([CH3:50])[CH3:49])=[O:46])[CH2:5][C:6]2=[O:7])=[CH:10][CH:11]=1)([O-:17])=[O:16]. The catalyst class is: 13. (7) Reactant: [C:1]([O:5][C:6]([N:8]1[CH2:13][CH2:12][CH:11]([C:14]([OH:16])=O)[CH2:10][CH2:9]1)=[O:7])([CH3:4])([CH3:3])[CH3:2].Cl.[CH3:18][O:19][NH:20][CH3:21].O.N1(O)C2C=CC=CC=2N=N1.C(N(CC)CC)C.CCN=C=NCCCN(C)C.Cl. The catalyst class is: 9. Product: [C:1]([O:5][C:6]([N:8]1[CH2:9][CH2:10][CH:11]([C:14](=[O:16])[N:20]([O:19][CH3:18])[CH3:21])[CH2:12][CH2:13]1)=[O:7])([CH3:2])([CH3:3])[CH3:4]. (8) The catalyst class is: 7. Product: [Cl:1][C:2]1[CH:26]=[CH:25][C:24]([Cl:27])=[CH:23][C:3]=1[O:4][C:5]1[C:10]([C:11]([N:13]([C:14]2[CH:19]=[C:18]([F:20])[CH:17]=[CH:16][C:15]=2[O:21][CH3:22])[CH3:28])=[O:12])=[CH:9][N:8]=[CH:7][CH:6]=1. Reactant: [Cl:1][C:2]1[CH:26]=[CH:25][C:24]([Cl:27])=[CH:23][C:3]=1[O:4][C:5]1[C:10]([C:11]([NH:13][C:14]2[CH:19]=[C:18]([F:20])[CH:17]=[CH:16][C:15]=2[O:21][CH3:22])=[O:12])=[CH:9][N:8]=[CH:7][CH:6]=1.[CH3:28]C(C)([O-])C.[K+].IC.C(O)(=O)CC(CC(O)=O)(C(O)=O)O. (9) Reactant: Br[C:2]1[CH:3]=[C:4]([CH2:7][N:8]2[C:16]3[C:11](=[CH:12][CH:13]=[CH:14][CH:15]=3)[C:10]3([C:20]4=[CH:21][C:22]5[O:26][CH2:25][O:24][C:23]=5[CH:27]=[C:19]4[O:18][CH2:17]3)[C:9]2=[O:28])[S:5][CH:6]=1.[CH3:29][N:30](C)C=O. Product: [O:28]=[C:9]1[C:10]2([C:20]3=[CH:21][C:22]4[O:26][CH2:25][O:24][C:23]=4[CH:27]=[C:19]3[O:18][CH2:17]2)[C:11]2[C:16](=[CH:15][CH:14]=[CH:13][CH:12]=2)[N:8]1[CH2:7][C:4]1[S:5][CH:6]=[C:2]([C:29]#[N:30])[CH:3]=1. The catalyst class is: 267. (10) Reactant: C(OC([N:8]1[CH2:13][CH2:12][N:11]([CH2:14][C:15]2[C:16]([C:36]3[CH:41]=[CH:40][CH:39]=[CH:38][CH:37]=3)=[N:17][C:18]3[C:23]([C:24]=2[C:25](=[O:35])[NH:26][C@H:27]([CH:29]2[CH2:34][CH2:33][CH2:32][CH2:31][CH2:30]2)[CH3:28])=[CH:22][CH:21]=[CH:20][CH:19]=3)[CH2:10][CH2:9]1)=O)(C)(C)C. Product: [CH:29]1([C@@H:27]([NH:26][C:25]([C:24]2[C:23]3[C:18](=[CH:19][CH:20]=[CH:21][CH:22]=3)[N:17]=[C:16]([C:36]3[CH:37]=[CH:38][CH:39]=[CH:40][CH:41]=3)[C:15]=2[CH2:14][N:11]2[CH2:12][CH2:13][NH:8][CH2:9][CH2:10]2)=[O:35])[CH3:28])[CH2:34][CH2:33][CH2:32][CH2:31][CH2:30]1. The catalyst class is: 2.